This data is from Forward reaction prediction with 1.9M reactions from USPTO patents (1976-2016). The task is: Predict the product of the given reaction. (1) The product is: [Br:21][C:22]1[CH:29]=[CH:28][C:25]([C:26]2[N:12]([CH2:11][C@@H:8]3[CH2:9][CH2:10][N:6]([C:4]([CH:1]4[CH2:3][CH2:2]4)=[O:5])[CH2:7]3)[C:13]3=[N:14][CH:15]=[C:16]([CH3:20])[CH:17]=[C:18]3[N:19]=2)=[CH:24][CH:23]=1. Given the reactants [CH:1]1([C:4]([N:6]2[CH2:10][CH2:9][C@@H:8]([CH2:11][NH:12][C:13]3[C:18]([NH2:19])=[CH:17][C:16]([CH3:20])=[CH:15][N:14]=3)[CH2:7]2)=[O:5])[CH2:3][CH2:2]1.[Br:21][C:22]1[CH:29]=[CH:28][C:25]([CH:26]=O)=[CH:24][CH:23]=1.C(O)(=O)C, predict the reaction product. (2) Given the reactants [N+:1]([C:4]1[CH:5]=[C:6]([S:10](Cl)(=[O:12])=[O:11])[CH:7]=[CH:8][CH:9]=1)([O-:3])=[O:2].[NH3:14].C(=O)([O-])[O-].[NH4+].[NH4+], predict the reaction product. The product is: [N+:1]([C:4]1[CH:5]=[C:6]([S:10]([NH2:14])(=[O:12])=[O:11])[CH:7]=[CH:8][CH:9]=1)([O-:3])=[O:2]. (3) Given the reactants Cl[C:2]1[CH:3]=[CH:4][C:5]([F:28])=[C:6]([CH:27]=1)[O:7][C:8]1[CH:13]=[CH:12][C:11]([C:14]2[N:19]=[C:18]([C:20]([NH2:22])=[O:21])[CH:17]=[C:16]([C@@H:23]([OH:26])[CH2:24][OH:25])[N:15]=2)=[CH:10][CH:9]=1.[Cl:29][C:30]1[CH:51]=[CH:50][C:33]([O:34][C:35]2[CH:40]=[CH:39][C:38]([CH:41]3[BH:45][C:44]([CH3:47])([CH3:46])[C:43]([CH3:49])([CH3:48])[O:42]3)=[CH:37][CH:36]=2)=[C:32]([F:52])[CH:31]=1, predict the reaction product. The product is: [Cl:29][C:3]1[CH:2]=[CH:27][C:6]([O:7][C:8]2[CH:13]=[CH:12][C:11]([C:14]3[N:19]=[C:18]([C:20]([NH2:22])=[O:21])[CH:17]=[C:16]([C@@H:23]([OH:26])[CH2:24][OH:25])[N:15]=3)=[CH:10][CH:9]=2)=[C:5]([F:28])[CH:4]=1.[Cl:29][C:30]1[CH:51]=[CH:50][C:33]([O:34][C:35]2[CH:36]=[CH:37][C:38]([CH:41]3[BH:45][C:44]([CH3:46])([CH3:47])[C:43]([CH3:48])([CH3:49])[O:42]3)=[CH:39][CH:40]=2)=[C:32]([F:52])[CH:31]=1. (4) Given the reactants F[C:2]1[CH:7]=[CH:6][C:5]([C:8]2[CH:13]=[CH:12][CH:11]=[CH:10][CH:9]=2)=[CH:4][C:3]=1[N+:14]([O-:16])=[O:15].[F-].[K+].[CH2:19]([C:21]1[CH:27]=[CH:26][CH:25]=[CH:24][C:22]=1[NH2:23])[CH3:20], predict the reaction product. The product is: [CH2:19]([C:21]1[CH:27]=[CH:26][CH:25]=[CH:24][C:22]=1[NH:23][C:2]1[CH:7]=[CH:6][C:5]([C:8]2[CH:13]=[CH:12][CH:11]=[CH:10][CH:9]=2)=[CH:4][C:3]=1[N+:14]([O-:16])=[O:15])[CH3:20].